From a dataset of Forward reaction prediction with 1.9M reactions from USPTO patents (1976-2016). Predict the product of the given reaction. (1) Given the reactants [S:1]1[CH:5]=[CH:4][CH:3]=[C:2]1[Sn](CCCC)(CCCC)CCCC.I[C:20]1[S:21][CH:22]=[CH:23][C:24]=1[P:25]([O:30][CH2:31][CH3:32])([O:27][CH2:28][CH3:29])=[O:26], predict the reaction product. The product is: [CH2:28]([O:27][P:25]([C:24]1[CH:23]=[CH:22][S:21][C:20]=1[C:2]1[S:1][CH:5]=[CH:4][CH:3]=1)([O:30][CH2:31][CH3:32])=[O:26])[CH3:29]. (2) Given the reactants [Cl:1][C:2]1[CH:12]=[CH:11][C:5]2[CH2:6][CH2:7][NH:8][CH2:9][CH2:10][C:4]=2[C:3]=1[CH2:13][S:14][C:15]1[S:16][CH:17]=[C:18]([CH3:20])[N:19]=1.[C:21]([OH:28])(=[O:27])[CH2:22][CH2:23][C:24]([OH:26])=[O:25], predict the reaction product. The product is: [C:21]([OH:28])(=[O:27])[CH2:22][CH2:23][C:24]([OH:26])=[O:25].[Cl:1][C:2]1[CH:12]=[CH:11][C:5]2[CH2:6][CH2:7][NH:8][CH2:9][CH2:10][C:4]=2[C:3]=1[CH2:13][S:14][C:15]1[S:16][CH:17]=[C:18]([CH3:20])[N:19]=1. (3) Given the reactants [C:1]([C:4]1[C:9](=[O:10])[C:8]([Br:11])=[CH:7][N:6]([C:12]2[CH:17]=[CH:16][CH:15]=[C:14]([C:18]([F:21])([F:20])[F:19])[CH:13]=2)[N:5]=1)(=O)[CH3:2].[CH3:22]OC(OC)N(C)C.CC(O)=O.[C:34]1([NH:40][NH2:41])[CH:39]=[CH:38][CH:37]=[CH:36][CH:35]=1, predict the reaction product. The product is: [Br:11][C:8]1[C:9](=[O:10])[C:4]([C:1]2[N:40]([C:34]3[CH:39]=[CH:38][CH:37]=[CH:36][CH:35]=3)[N:41]=[CH:22][CH:2]=2)=[N:5][N:6]([C:12]2[CH:17]=[CH:16][CH:15]=[C:14]([C:18]([F:21])([F:20])[F:19])[CH:13]=2)[CH:7]=1. (4) Given the reactants Cl[C:2]1[N:7]=[C:6]([C:8]2[CH:13]=[CH:12][N:11]=[C:10](Cl)[N:9]=2)[N:5]=[CH:4][N:3]=1.[Cl:15][C:16]1[CH:17]=[C:18]([CH:20]=[CH:21][CH:22]=1)[NH2:19].[NH2:23][CH:24]1[CH2:29][CH2:28][O:27][CH2:26][CH2:25]1, predict the reaction product. The product is: [Cl:15][C:16]1[CH:17]=[C:18]([NH:19][C:2]2[N:7]=[C:6]([C:8]3[CH:13]=[CH:12][N:11]=[C:10]([NH:23][CH:24]4[CH2:29][CH2:28][O:27][CH2:26][CH2:25]4)[N:9]=3)[N:5]=[CH:4][N:3]=2)[CH:20]=[CH:21][CH:22]=1.